From a dataset of NCI-60 drug combinations with 297,098 pairs across 59 cell lines. Regression. Given two drug SMILES strings and cell line genomic features, predict the synergy score measuring deviation from expected non-interaction effect. (1) Drug 1: CN(CC1=CN=C2C(=N1)C(=NC(=N2)N)N)C3=CC=C(C=C3)C(=O)NC(CCC(=O)O)C(=O)O. Drug 2: CC1=C(C(=O)C2=C(C1=O)N3CC4C(C3(C2COC(=O)N)OC)N4)N. Cell line: MOLT-4. Synergy scores: CSS=67.6, Synergy_ZIP=-0.911, Synergy_Bliss=-2.80, Synergy_Loewe=-3.92, Synergy_HSA=0.221. (2) Cell line: NCI/ADR-RES. Synergy scores: CSS=5.32, Synergy_ZIP=-0.360, Synergy_Bliss=2.50, Synergy_Loewe=4.10, Synergy_HSA=0.954. Drug 2: CCC1(CC2CC(C3=C(CCN(C2)C1)C4=CC=CC=C4N3)(C5=C(C=C6C(=C5)C78CCN9C7C(C=CC9)(C(C(C8N6C)(C(=O)OC)O)OC(=O)C)CC)OC)C(=O)OC)O.OS(=O)(=O)O. Drug 1: CN(C)C1=NC(=NC(=N1)N(C)C)N(C)C. (3) Drug 1: C1=CC(=CC=C1C#N)C(C2=CC=C(C=C2)C#N)N3C=NC=N3. Cell line: TK-10. Drug 2: C1=CC=C(C=C1)NC(=O)CCCCCCC(=O)NO. Synergy scores: CSS=4.57, Synergy_ZIP=-0.426, Synergy_Bliss=-0.689, Synergy_Loewe=-17.4, Synergy_HSA=-10.4. (4) Drug 1: CC1C(C(CC(O1)OC2CC(CC3=C2C(=C4C(=C3O)C(=O)C5=C(C4=O)C(=CC=C5)OC)O)(C(=O)CO)O)N)O.Cl. Drug 2: N.N.Cl[Pt+2]Cl. Cell line: A498. Synergy scores: CSS=48.8, Synergy_ZIP=-6.85, Synergy_Bliss=0.399, Synergy_Loewe=-9.03, Synergy_HSA=2.86.